This data is from Full USPTO retrosynthesis dataset with 1.9M reactions from patents (1976-2016). The task is: Predict the reactants needed to synthesize the given product. (1) Given the product [CH:18]1([N:13]2[C:12]([C:36]3[CH:37]=[CH:38][C:33]([C:32]([F:43])([F:42])[F:31])=[CH:34][CH:35]=3)=[C:11]3[C:15]([CH2:16][CH2:17][NH:8][CH2:9][CH2:10]3)=[N:14]2)[CH2:19][CH2:20][CH2:21][CH2:22]1, predict the reactants needed to synthesize it. The reactants are: C(OC([N:8]1[CH2:17][CH2:16][C:15]2[C:11](=[C:12](OS(C(F)(F)F)(=O)=O)[N:13]([CH:18]3[CH2:22][CH2:21][CH2:20][CH2:19]3)[N:14]=2)[CH2:10][CH2:9]1)=O)(C)(C)C.[F:31][C:32]([F:43])([F:42])[C:33]1[CH:38]=[CH:37][C:36](B(O)O)=[CH:35][CH:34]=1. (2) Given the product [C:14]1([CH:12]([C:9]2[N:8]=[C:7]([C@H:4]3[CH2:5][CH2:6][C@H:2]([NH:1][C:30]4[N:35]=[CH:34][N:33]=[C:32]5[NH:36][N:37]=[CH:38][C:31]=45)[CH2:3]3)[O:11][N:10]=2)[OH:13])[CH:15]=[CH:16][CH:17]=[CH:18][CH:19]=1, predict the reactants needed to synthesize it. The reactants are: [NH2:1][C@H:2]1[CH2:6][CH2:5][C@H:4]([C:7]2[O:11][N:10]=[C:9]([CH:12]([C:14]3[CH:19]=[CH:18][CH:17]=[CH:16][CH:15]=3)[OH:13])[N:8]=2)[CH2:3]1.CCN(C(C)C)C(C)C.Cl[C:30]1[N:35]=[CH:34][N:33]=[C:32]2[N:36](C3CCCCO3)[N:37]=[CH:38][C:31]=12.